Task: Regression. Given a peptide amino acid sequence and an MHC pseudo amino acid sequence, predict their binding affinity value. This is MHC class II binding data.. Dataset: Peptide-MHC class II binding affinity with 134,281 pairs from IEDB (1) The peptide sequence is AYVLLSEKKISSIQS. The MHC is DRB4_0101 with pseudo-sequence DRB4_0103. The binding affinity (normalized) is 0.371. (2) The peptide sequence is FTVQKGSDPKKLVLD. The MHC is DRB1_0802 with pseudo-sequence DRB1_0802. The binding affinity (normalized) is 0.166. (3) The peptide sequence is AAEVLVVLSELPDFL. The MHC is HLA-DQA10201-DQB10303 with pseudo-sequence HLA-DQA10201-DQB10303. The binding affinity (normalized) is 0.291.